Dataset: Reaction yield outcomes from USPTO patents with 853,638 reactions. Task: Predict the reaction yield, written as a fraction of the theoretical maximum amount of product (1.0 means a 100% yield; for example, 0.34 means a 34% yield). (1) The reactants are [CH3:1][O:2][C:3](=[O:28])[C:4]1[CH:9]=[CH:8][C:7](N)=[CH:6][C:5]=1[NH:11][C:12](=[O:27])[C:13]1[CH:18]=[C:17]([C:19]([F:22])([F:21])[F:20])[CH:16]=[C:15]([C:23]([F:26])([F:25])[F:24])[CH:14]=1.N([O-])=[O:30].[Na+].S(=O)(=O)(O)O.O. The catalyst is FC(F)(F)C(O)=O. The product is [CH3:1][O:2][C:3](=[O:28])[C:4]1[CH:9]=[CH:8][C:7]([OH:30])=[CH:6][C:5]=1[NH:11][C:12](=[O:27])[C:13]1[CH:14]=[C:15]([C:23]([F:24])([F:26])[F:25])[CH:16]=[C:17]([C:19]([F:22])([F:20])[F:21])[CH:18]=1. The yield is 0.760. (2) The reactants are Br[C:2]1[CH:35]=[CH:34][C:5]([CH2:6][N:7]2[C:12](=[N:13][C:14]3[CH:19]=[CH:18][C:17]([O:20][CH:21]([CH3:23])[CH3:22])=[C:16]([CH3:24])[CH:15]=3)[NH:11][C:10](=[O:25])[N:9]([CH2:26][C@@H:27]([C:29]([O:31][CH3:32])=[O:30])[CH3:28])[C:8]2=[O:33])=[CH:4][CH:3]=1.[CH:36](B1OC(C)(C)C(C)(C)O1)=[CH2:37].C1COCC1.C(=O)([O-])[O-].[K+].[K+]. The catalyst is CC(P(C(C)(C)C)C1[CH-]C=CC=1)(C)C.CC(P(C(C)(C)C)C1[CH-]C=CC=1)(C)C.[Cl-].[Cl-].[Fe+2].[Pd+2].O. The product is [CH:36]([C:2]1[CH:35]=[CH:34][C:5]([CH2:6][N:7]2[C:12](=[N:13][C:14]3[CH:19]=[CH:18][C:17]([O:20][CH:21]([CH3:22])[CH3:23])=[C:16]([CH3:24])[CH:15]=3)[NH:11][C:10](=[O:25])[N:9]([CH2:26][C@@H:27]([C:29]([O:31][CH3:32])=[O:30])[CH3:28])[C:8]2=[O:33])=[CH:4][CH:3]=1)=[CH2:37]. The yield is 0.950.